This data is from Forward reaction prediction with 1.9M reactions from USPTO patents (1976-2016). The task is: Predict the product of the given reaction. (1) Given the reactants [F:1][C:2]1[CH:10]=[C:9]([OH:11])[C:8]([O:12][CH:13]([CH3:15])[CH3:14])=[CH:7][C:3]=1[C:4]([OH:6])=[O:5].S(=O)(=O)(O)O.[CH3:21]O, predict the reaction product. The product is: [CH3:21][O:5][C:4](=[O:6])[C:3]1[CH:7]=[C:8]([O:12][CH:13]([CH3:15])[CH3:14])[C:9]([OH:11])=[CH:10][C:2]=1[F:1]. (2) Given the reactants [Si]([O:8][CH2:9][C:10]1[CH:11]=[CH:12][C:13]2[O:18][CH2:17][CH2:16][N:15]([C:19]([C:21]3[CH:26]=[C:25]([Cl:27])[C:24]([OH:28])=[C:23]([Cl:29])[CH:22]=3)=[O:20])[C:14]=2[CH:30]=1)(C(C)(C)C)(C)C.[F-].C([N+](CCCC)(CCCC)CCCC)CCC.O1CCCC1, predict the reaction product. The product is: [Cl:29][C:23]1[CH:22]=[C:21]([C:19]([N:15]2[C:14]3[CH:30]=[C:10]([CH2:9][OH:8])[CH:11]=[CH:12][C:13]=3[O:18][CH2:17][CH2:16]2)=[O:20])[CH:26]=[C:25]([Cl:27])[C:24]=1[OH:28]. (3) Given the reactants [C:1]([O:9][C:10]([N:12]1[CH2:21][C@@H:18]2[C@H:19]([OH:20])[C@H:13]1[C@H:14]([O:17]2)[O:15][CH3:16])=[O:11])(=[O:8])[C:2]1[CH:7]=[CH:6][CH:5]=[CH:4][CH:3]=1.N1C=CC=CC=1.[C:28](Cl)(=[O:35])[C:29]1[CH:34]=[CH:33][CH:32]=[CH:31][CH:30]=1.Cl, predict the reaction product. The product is: [C:28]([O:20][C@H:19]1[C@H:18]2[CH2:21][N:12]([C:10]([O:9][C:1](=[O:8])[C:2]3[CH:3]=[CH:4][CH:5]=[CH:6][CH:7]=3)=[O:11])[C@@H:13]1[C@H:14]([O:17]2)[O:15][CH3:16])(=[O:35])[C:29]1[CH:34]=[CH:33][CH:32]=[CH:31][CH:30]=1. (4) Given the reactants [C:1]1([CH2:7][C@H:8]([NH:16][C:17]([O:19][C:20]([CH3:23])([CH3:22])[CH3:21])=[O:18])[C:9](=[O:15])[CH2:10][CH2:11][C:12]([OH:14])=O)[CH:6]=[CH:5][CH:4]=[CH:3][CH:2]=1.Cl.[CH2:25]([O:32][C:33](=[O:39])[C@@H:34]1[CH2:38][CH2:37][CH2:36][NH:35]1)[C:26]1[CH:31]=[CH:30][CH:29]=[CH:28][CH:27]=1.O.ON1C2C=CC=CC=2N=N1.Cl.C(N=C=NCCCN(C)C)C.CCN(C(C)C)C(C)C, predict the reaction product. The product is: [CH2:25]([O:32][C:33](=[O:39])[C@@H:34]1[CH2:38][CH2:37][CH2:36][N:35]1[C:12](=[O:14])[CH2:11][CH2:10][C:9](=[O:15])[C@@H:8]([NH:16][C:17]([O:19][C:20]([CH3:23])([CH3:22])[CH3:21])=[O:18])[CH2:7][C:1]1[CH:2]=[CH:3][CH:4]=[CH:5][CH:6]=1)[C:26]1[CH:27]=[CH:28][CH:29]=[CH:30][CH:31]=1. (5) Given the reactants Cl.[C:2]([CH2:5][O:6][C:7]1[CH:8]=[C:9]([CH:19]=[C:20]([O:22][CH3:23])[CH:21]=1)[C:10]([NH:12][CH:13]1[CH2:18][CH2:17][NH:16][CH2:15][CH2:14]1)=[O:11])(=[O:4])[NH2:3].[CH2:24]([O:26][C:27]1[CH:32]=[C:31]([CH:33]=O)[CH:30]=[C:29]([O:35][CH2:36][CH3:37])[C:28]=1[C:38]1[CH:43]=[CH:42][C:41]([F:44])=[CH:40][CH:39]=1)[CH3:25].C([BH3-])#N.[Na+].C(N(C(C)C)C(C)C)C, predict the reaction product. The product is: [C:2]([CH2:5][O:6][C:7]1[CH:8]=[C:9]([CH:19]=[C:20]([O:22][CH3:23])[CH:21]=1)[C:10]([NH:12][CH:13]1[CH2:14][CH2:15][N:16]([CH2:33][C:31]2[CH:30]=[C:29]([O:35][CH2:36][CH3:37])[C:28]([C:38]3[CH:43]=[CH:42][C:41]([F:44])=[CH:40][CH:39]=3)=[C:27]([O:26][CH2:24][CH3:25])[CH:32]=2)[CH2:17][CH2:18]1)=[O:11])(=[O:4])[NH2:3]. (6) Given the reactants [Cl:1][C:2]1[CH:3]=[C:4]([C:13]2[S:17][C:16]([NH:18]C(=O)C)=[N:15][C:14]=2[CH3:22])[CH:5]=[C:6]([Cl:12])[C:7]=1[S:8](=[O:11])(=[O:10])[NH2:9], predict the reaction product. The product is: [NH2:18][C:16]1[S:17][C:13]([C:4]2[CH:5]=[C:6]([Cl:12])[C:7]([S:8]([NH2:9])(=[O:10])=[O:11])=[C:2]([Cl:1])[CH:3]=2)=[C:14]([CH3:22])[N:15]=1. (7) Given the reactants [C:1]1([CH3:11])[CH:6]=[CH:5][C:4]([S:7](Cl)(=[O:9])=[O:8])=[CH:3][CH:2]=1.[F:12][C:13]1[CH:25]=[CH:24][C:16]([CH2:17][N:18]2[CH2:22][CH2:21][O:20][C:19]2=[O:23])=[CH:15][CH:14]=1.C(N(CC)CC)C.[C:33](OCC)(=[O:35])C, predict the reaction product. The product is: [CH3:11][C:1]1[CH:6]=[CH:5][C:4]([S:7]([O:35][CH2:33][CH:21]2[O:20][C:19](=[O:23])[N:18]([CH2:17][C:16]3[CH:24]=[CH:25][C:13]([F:12])=[CH:14][CH:15]=3)[CH2:22]2)(=[O:9])=[O:8])=[CH:3][CH:2]=1.